From a dataset of Forward reaction prediction with 1.9M reactions from USPTO patents (1976-2016). Predict the product of the given reaction. Given the reactants [CH3:1][O:2][C:3]([C:5]1[S:6][C:7](Br)=[CH:8][C:9]=1[N:10]([C@H:20]1[CH2:25][CH2:24][C@H:23]([OH:26])[CH2:22][CH2:21]1)[C:11]([C@H:13]1[CH2:18][CH2:17][C@H:16]([CH3:19])[CH2:15][CH2:14]1)=[O:12])=[O:4], predict the reaction product. The product is: [CH3:1][O:2][C:3]([C:5]1[S:6][CH:7]=[CH:8][C:9]=1[N:10]([C@H:20]1[CH2:21][CH2:22][C@H:23]([OH:26])[CH2:24][CH2:25]1)[C:11]([C@H:13]1[CH2:18][CH2:17][C@H:16]([CH3:19])[CH2:15][CH2:14]1)=[O:12])=[O:4].